The task is: Predict the product of the given reaction.. This data is from Forward reaction prediction with 1.9M reactions from USPTO patents (1976-2016). (1) The product is: [Cl:1][C:2]1[CH:10]=[CH:9][C:8]2[N:7]([CH2:11][C:12]([N:22]3[CH2:27][CH2:26][O:25][CH2:24][CH2:23]3)=[O:13])[C:6]3[CH2:17][CH2:18][N:19]([CH3:21])[CH2:20][C:5]=3[C:4]=2[CH:3]=1. Given the reactants [Cl:1][C:2]1[CH:10]=[CH:9][C:8]2[N:7]([CH2:11][C:12](OCC)=[O:13])[C:6]3[CH2:17][CH2:18][N:19]([CH3:21])[CH2:20][C:5]=3[C:4]=2[CH:3]=1.[NH:22]1[CH2:27][CH2:26][O:25][CH2:24][CH2:23]1, predict the reaction product. (2) Given the reactants [CH2:1]([C:5]1[CH:23]=[CH:22][C:8]2[N:9]=[C:10]([N:12]3[CH2:17][CH2:16][CH2:15][CH2:14][C@H:13]3[C:18]([O:20]C)=[O:19])[O:11][C:7]=2[CH:6]=1)[CH:2]([CH3:4])[CH3:3].[OH-].[Li+], predict the reaction product. The product is: [CH2:1]([C:5]1[CH:23]=[CH:22][C:8]2[N:9]=[C:10]([N:12]3[CH2:17][CH2:16][CH2:15][CH2:14][C@H:13]3[C:18]([OH:20])=[O:19])[O:11][C:7]=2[CH:6]=1)[CH:2]([CH3:4])[CH3:3]. (3) Given the reactants [NH2:1][C:2]1[N:3]=[C:4]([C:20]2[CH:21]=[C:22]([O:26][CH2:27][C@@H:28]([NH:36]P(C3C=CC=CC=3)(C3C=CC=CC=3)=O)[CH2:29][CH2:30][C:31]3[S:32][CH:33]=[CH:34][N:35]=3)[CH:23]=[N:24][CH:25]=2)[CH:5]=[C:6]2[C:11]=1[CH:10]=[N:9][C:8]1[CH:12]=[C:13]([O:18][CH3:19])[C:14]([O:16][CH3:17])=[CH:15][C:7]2=1.C(=O)([O-])[O-], predict the reaction product. The product is: [NH2:36][C@@H:28]([CH2:29][CH2:30][C:31]1[S:32][CH:33]=[CH:34][N:35]=1)[CH2:27][O:26][C:22]1[CH:21]=[C:20]([C:4]2[CH:5]=[C:6]3[C:11](=[C:2]([NH2:1])[N:3]=2)[CH:10]=[N:9][C:8]2[CH:12]=[C:13]([O:18][CH3:19])[C:14]([O:16][CH3:17])=[CH:15][C:7]3=2)[CH:25]=[N:24][CH:23]=1. (4) The product is: [CH2:7]([O:9][C:10]([C:12]1[CH:13]=[N:14][C:15]2[C:20]([C:21]=1[N:22]([S:30]([C:33]1[CH:38]=[CH:37][C:36]([C:44]3[CH:49]=[CH:48][CH:47]=[CH:46][CH:45]=3)=[CH:35][CH:34]=1)(=[O:32])=[O:31])[CH2:23][C:24]1[CH:25]=[N:26][CH:27]=[CH:28][CH:29]=1)=[CH:19][CH:18]=[C:17]([C:40]([F:43])([F:42])[F:41])[CH:16]=2)=[O:11])[CH3:8]. Given the reactants COCCOC.[CH2:7]([O:9][C:10]([C:12]1[CH:13]=[N:14][C:15]2[C:20]([C:21]=1[N:22]([S:30]([C:33]1[CH:38]=[CH:37][C:36](Br)=[CH:35][CH:34]=1)(=[O:32])=[O:31])[CH2:23][C:24]1[CH:25]=[N:26][CH:27]=[CH:28][CH:29]=1)=[CH:19][CH:18]=[C:17]([C:40]([F:43])([F:42])[F:41])[CH:16]=2)=[O:11])[CH3:8].[C:44]1(B(O)O)[CH:49]=[CH:48][CH:47]=[CH:46][CH:45]=1.C([O-])([O-])=O.[Na+].[Na+], predict the reaction product. (5) Given the reactants [N:1]1([C:7]2[CH:12]=[CH:11][N:10]=[C:9]([NH2:13])[CH:8]=2)[CH2:6][CH2:5][CH2:4][CH2:3][CH2:2]1.[O:14]1[C:18]2[CH:19]=[CH:20][C:21]([C@H:23]([CH2:30][C:31]3[O:35][N:34]=[C:33]([CH2:36][CH2:37][CH2:38][CH2:39]C=O)[N:32]=3)[CH2:24][C:25]([O:27]CC)=[O:26])=[CH:22][C:17]=2[O:16][CH2:15]1.C(O[BH-](OC(=O)C)OC(=O)C)(=O)C.[Na+].[Li+].[OH-].[ClH:58], predict the reaction product. The product is: [ClH:58].[O:14]1[C:18]2[CH:19]=[CH:20][C:21]([CH:23]([CH2:30][C:31]3[O:35][N:34]=[C:33]([CH2:36][CH2:37][CH2:38][CH2:39][NH:13][C:9]4[CH:8]=[C:7]([N:1]5[CH2:2][CH2:3][CH2:4][CH2:5][CH2:6]5)[CH:12]=[CH:11][N:10]=4)[N:32]=3)[CH2:24][C:25]([OH:27])=[O:26])=[CH:22][C:17]=2[O:16][CH2:15]1. (6) Given the reactants Br[C:2]1[CH:3]=[CH:4][C:5]([N+:12]([O-:14])=[O:13])=[C:6]([C:8]([F:11])([F:10])[F:9])[CH:7]=1.[O:15]1[CH2:20][CH2:19][CH2:18][CH2:17][CH:16]1[N:21]1[C:25](B2OC(C)(C)C(C)(C)O2)=[CH:24][CH:23]=[N:22]1, predict the reaction product. The product is: [N+:12]([C:5]1[CH:4]=[CH:3][C:2]([C:25]2[N:21]([CH:16]3[CH2:17][CH2:18][CH2:19][CH2:20][O:15]3)[N:22]=[CH:23][CH:24]=2)=[CH:7][C:6]=1[C:8]([F:11])([F:10])[F:9])([O-:14])=[O:13]. (7) Given the reactants [S:1]1[CH:5]=[CH:4][CH:3]=[C:2]1[CH:6]=O.[CH3:8][O:9][CH2:10][CH2:11][NH2:12].[C:13]1(=[O:24])[O:19][C:17](=O)[C:16]2=[CH:20][CH:21]=[CH:22][CH:23]=[C:15]2[CH2:14]1.[CH3:25][C:26]1[N:31]=[C:30]([O:32][C:33]2[CH:39]=[CH:38][C:36]([NH2:37])=[CH:35][CH:34]=2)[CH:29]=[N:28][CH:27]=1, predict the reaction product. The product is: [CH3:8][O:9][CH2:10][CH2:11][N:12]1[CH:6]([C:2]2[S:1][CH:5]=[CH:4][CH:3]=2)[CH:14]([C:13]([NH:37][C:36]2[CH:35]=[CH:34][C:33]([O:32][C:30]3[CH:29]=[N:28][CH:27]=[C:26]([CH3:25])[N:31]=3)=[CH:39][CH:38]=2)=[O:24])[C:15]2[C:16](=[CH:20][CH:21]=[CH:22][CH:23]=2)[C:17]1=[O:19].